Dataset: Reaction yield outcomes from USPTO patents with 853,638 reactions. Task: Predict the reaction yield, written as a fraction of the theoretical maximum amount of product (1.0 means a 100% yield; for example, 0.34 means a 34% yield). (1) The reactants are [F:1][C:2]1[CH:3]=[C:4]([CH:12]=[C:13]([F:15])[CH:14]=1)[O:5][CH2:6][CH2:7][C:8]([O:10]C)=O.FC(F)(F)S(O)(=O)=O. The catalyst is O. The product is [F:15][C:13]1[CH:14]=[C:2]([F:1])[CH:3]=[C:4]2[C:12]=1[C:8](=[O:10])[CH2:7][CH2:6][O:5]2. The yield is 0.880. (2) The reactants are [H-].[Na+].[N:3]1([CH2:8][C:9]2[CH:14]=[CH:13][C:12]([C:15]3[CH:19]=[C:18]([CH2:20][CH:21]([CH3:23])[CH3:22])[S:17][C:16]=3[C:24]([NH2:26])=[O:25])=[CH:11][CH:10]=2)[CH:7]=[CH:6][N:5]=[CH:4]1.[CH2:27]([S:31](Cl)(=[O:33])=[O:32])[CH2:28][CH2:29][CH3:30]. The catalyst is C1COCC1. The product is [CH2:27]([S:31]([NH:26][C:24]([C:16]1[S:17][C:18]([CH2:20][CH:21]([CH3:22])[CH3:23])=[CH:19][C:15]=1[C:12]1[CH:13]=[CH:14][C:9]([CH2:8][N:3]2[CH:7]=[CH:6][N:5]=[CH:4]2)=[CH:10][CH:11]=1)=[O:25])(=[O:33])=[O:32])[CH2:28][CH2:29][CH3:30]. The yield is 0.500. (3) The reactants are [Cl:1][C:2]1[CH:29]=[CH:28][C:5]([CH2:6][N:7]2[C:12](=[O:13])[C:11]([C:14](O)=[O:15])=[N:10][N:9]([C:17]3[CH:22]=[CH:21][CH:20]=[C:19]([NH:23][C:24](=[O:26])[CH3:25])[CH:18]=3)[C:8]2=[O:27])=[CH:4][CH:3]=1.C(N(C(C)C)CC)(C)C.ClC(OCC)=O.[BH4-].[Na+]. The catalyst is C1COCC1.O. The product is [Cl:1][C:2]1[CH:29]=[CH:28][C:5]([CH2:6][N:7]2[C:12](=[O:13])[C:11]([CH2:14][OH:15])=[N:10][N:9]([C:17]3[CH:18]=[C:19]([NH:23][C:24](=[O:26])[CH3:25])[CH:20]=[CH:21][CH:22]=3)[C:8]2=[O:27])=[CH:4][CH:3]=1. The yield is 0.0900. (4) The catalyst is O. The yield is 0.550. The reactants are [Cl:1][C:2]1[CH:7]=[CH:6][C:5]([C:8]2[C:9]([C:14]#[N:15])=[N:10][CH:11]=[CH:12][CH:13]=2)=[C:4](F)[CH:3]=1.[OH-:17].[K+].CO. The product is [Cl:1][C:2]1[CH:7]=[CH:6][C:5]2[C:8]3[CH:13]=[CH:12][CH:11]=[N:10][C:9]=3[C:14](=[O:17])[NH:15][C:4]=2[CH:3]=1. (5) The reactants are [Cl:1][C:2]1[CH:3]=[C:4]2[CH:10]=[CH:9][NH:8][C:5]2=[N:6][CH:7]=1.[C:11]([O:15][C:16](=[O:35])[N:17]([C:27]1[CH:32]=[CH:31][C:30]([CH:33]=[O:34])=[CH:29][N:28]=1)[CH2:18][C:19]1[CH:20]=[N:21][C:22]([O:25][CH3:26])=[CH:23][CH:24]=1)([CH3:14])([CH3:13])[CH3:12].COC1N=CC(C=O)=CC=1.[OH-].[K+]. The catalyst is CO.O. The product is [C:11]([O:15][C:16](=[O:35])[N:17]([C:27]1[CH:32]=[CH:31][C:30]([CH:33]([C:10]2[C:4]3[C:5](=[N:6][CH:7]=[C:2]([Cl:1])[CH:3]=3)[NH:8][CH:9]=2)[OH:34])=[CH:29][N:28]=1)[CH2:18][C:19]1[CH:20]=[N:21][C:22]([O:25][CH3:26])=[CH:23][CH:24]=1)([CH3:14])([CH3:12])[CH3:13]. The yield is 0.370. (6) The reactants are O[CH:2]([C:6]1[CH:11]=[CH:10][C:9]([CH:12]([CH3:14])[CH3:13])=[CH:8][CH:7]=1)[C:3]([OH:5])=[O:4].[CH3:15][C:16]1[CH:17]=[C:18](O)[CH:19]=[C:20]([CH3:22])[CH:21]=1. The catalyst is C(OCC)(=O)C.CCCCCC. The product is [CH:12]([C:9]1[CH:10]=[CH:11][C:6]([CH:2]2[C:17]3[C:16]([CH3:15])=[CH:21][C:20]([CH3:22])=[CH:19][C:18]=3[O:5][C:3]2=[O:4])=[CH:7][CH:8]=1)([CH3:14])[CH3:13]. The yield is 0.450. (7) The reactants are [CH3:1][C:2]1[CH:7]=[C:6]([CH3:8])[NH:5][C:4](=[O:9])[C:3]=1[CH2:10][NH:11][C:12]([C:14]1[CH:15]=[C:16]([C:30]2[CH:35]=[CH:34][C:33]([CH2:36][N:37]3[CH2:42][CH2:41][O:40][CH2:39][CH2:38]3)=[CH:32][CH:31]=2)[CH:17]=[C:18]([N:21]([CH2:28][CH3:29])[CH:22]2[CH2:27][CH2:26][S:25][CH2:24][CH2:23]2)[C:19]=1[CH3:20])=[O:13].C1C=C(Cl)C=C(C(OO)=[O:51])C=1. The catalyst is C(Cl)Cl. The product is [CH3:1][C:2]1[CH:7]=[C:6]([CH3:8])[NH:5][C:4](=[O:9])[C:3]=1[CH2:10][NH:11][C:12]([C:14]1[CH:15]=[C:16]([C:30]2[CH:35]=[CH:34][C:33]([CH2:36][N:37]3[CH2:38][CH2:39][O:40][CH2:41][CH2:42]3)=[CH:32][CH:31]=2)[CH:17]=[C:18]([N:21]([CH2:28][CH3:29])[CH:22]2[CH2:27][CH2:26][S:25](=[O:51])[CH2:24][CH2:23]2)[C:19]=1[CH3:20])=[O:13]. The yield is 0.293.